From a dataset of Forward reaction prediction with 1.9M reactions from USPTO patents (1976-2016). Predict the product of the given reaction. (1) Given the reactants [F:1][C:2]([F:45])([F:44])[C:3]1[CH:4]=[C:5]([CH:37]=[C:38]([C:40]([F:43])([F:42])[F:41])[CH:39]=1)[CH2:6][N:7]([CH2:20][C:21]1[CH:26]=[C:25]([C:27]([F:30])([F:29])[F:28])[CH:24]=[CH:23][C:22]=1[NH:31][C:32](=[O:36])[O:33][CH2:34][CH3:35])[C:8]1[N:13]=[CH:12][C:11]([N:14]2[CH2:19][CH2:18][O:17][CH2:16][CH2:15]2)=[CH:10][N:9]=1.[H-].[Na+].Br[CH2:49][CH2:50][CH2:51][CH2:52][C:53]([O:55][CH2:56][CH3:57])=[O:54], predict the reaction product. The product is: [F:45][C:2]([F:1])([F:44])[C:3]1[CH:4]=[C:5]([CH:37]=[C:38]([C:40]([F:42])([F:41])[F:43])[CH:39]=1)[CH2:6][N:7]([CH2:20][C:21]1[CH:26]=[C:25]([C:27]([F:28])([F:29])[F:30])[CH:24]=[CH:23][C:22]=1[N:31]([C:32]([O:33][CH2:34][CH3:35])=[O:36])[CH2:49][CH2:50][CH2:51][CH2:52][C:53]([O:55][CH2:56][CH3:57])=[O:54])[C:8]1[N:13]=[CH:12][C:11]([N:14]2[CH2:15][CH2:16][O:17][CH2:18][CH2:19]2)=[CH:10][N:9]=1. (2) Given the reactants C(=O)([O-])[O-].[K+].[K+].CC(C)(C)C(O)=O.Br[C:15]1[CH:20]=[CH:19][C:18]([Cl:21])=[CH:17][C:16]=1[CH2:22][O:23][C:24]1[CH:29]=[CH:28][CH:27]=[C:26]([O:30][CH3:31])[CH:25]=1, predict the reaction product. The product is: [Cl:21][C:18]1[CH:19]=[CH:20][C:15]2[C:29]3[C:24](=[CH:25][C:26]([O:30][CH3:31])=[CH:27][CH:28]=3)[O:23][CH2:22][C:16]=2[CH:17]=1. (3) The product is: [CH2:12]([O:9][C:4]1[C:5](=[O:8])[NH:6][CH:7]=[C:2]([Br:1])[CH:3]=1)[C:13]1[CH:18]=[CH:17][CH:16]=[CH:15][CH:14]=1. Given the reactants [Br:1][C:2]1[CH:3]=[C:4]([OH:9])[C:5](=[O:8])[NH:6][CH:7]=1.[OH-].[Na+].[CH2:12](Br)[C:13]1[CH:18]=[CH:17][CH:16]=[CH:15][CH:14]=1, predict the reaction product. (4) Given the reactants [C:1]([O-:10])(=[O:9])[C:2]1[C:3](=[CH:5][CH:6]=[CH:7][CH:8]=1)[OH:4].[Na+:11].C(O)(=O)C1C(=CC=CC=1)[OH:15], predict the reaction product. The product is: [C:1]([OH:10])(=[O:9])[C:2]1[C:3](=[CH:5][CH:6]=[CH:7][CH:8]=1)[OH:4].[OH-:15].[Na+:11].